From a dataset of Reaction yield outcomes from USPTO patents with 853,638 reactions. Predict the reaction yield, written as a fraction of the theoretical maximum amount of product (1.0 means a 100% yield; for example, 0.34 means a 34% yield). The reactants are CCN(C(C)C)C(C)C.C1C=CC2N(O)N=NC=2C=1.CCN=C=NCCCN(C)C.[F:31][C:32]1[CH:37]=[CH:36][C:35]([C:38]2[NH:42][N:41]=[C:40]([C:43]([OH:45])=O)[CH:39]=2)=[CH:34][CH:33]=1.FC1C=C(C(=O)C)C=CC=1.Cl.[NH2:57][CH2:58][C:59]([N:61]1[CH2:66][CH2:65][N:64]([C:67](=[O:79])[C:68]2[CH:73]=[C:72]([F:74])[CH:71]=[CH:70][C:69]=2[C:75]([F:78])([F:77])[F:76])[CH2:63][CH2:62]1)=[O:60].FC1C=CC(C(F)(F)F)=C(C=1)C(O)=O. The catalyst is CN(C=O)C. The product is [F:74][C:72]1[CH:71]=[CH:70][C:69]([C:75]([F:77])([F:76])[F:78])=[C:68]([CH:73]=1)[C:67]([N:64]1[CH2:65][CH2:66][N:61]([C:59](=[O:60])[CH2:58][NH:57][C:43]([C:40]2[CH:39]=[C:38]([C:35]3[CH:34]=[CH:33][C:32]([F:31])=[CH:37][CH:36]=3)[NH:42][N:41]=2)=[O:45])[CH2:62][CH2:63]1)=[O:79]. The yield is 0.570.